This data is from Catalyst prediction with 721,799 reactions and 888 catalyst types from USPTO. The task is: Predict which catalyst facilitates the given reaction. (1) Reactant: [CH3:1][C:2]([CH3:31])([CH3:30])[C:3]([NH:5][C:6]1[C:11]([CH:12]=[CH:13][CH2:14][C:15]([OH:17])=[O:16])=[CH:10][CH:9]=[C:8]([O:18][CH2:19][CH2:20][CH2:21][CH2:22][O:23][CH:24]2[CH2:29][CH2:28][CH2:27][CH2:26][O:25]2)[N:7]=1)=[O:4].C([O-])(O)=O.[Na+].N#N. Product: [CH3:1][C:2]([CH3:31])([CH3:30])[C:3]([NH:5][C:6]1[C:11]([CH2:12][CH2:13][CH2:14][C:15]([OH:17])=[O:16])=[CH:10][CH:9]=[C:8]([O:18][CH2:19][CH2:20][CH2:21][CH2:22][O:23][CH:24]2[CH2:29][CH2:28][CH2:27][CH2:26][O:25]2)[N:7]=1)=[O:4]. The catalyst class is: 14. (2) Reactant: [Br:1][C:2]1[CH:36]=[CH:35][C:5]([CH2:6][O:7][C@H:8]([C@@H:18]2[CH2:20][C@@H:19]2[CH:21]2[CH2:26][CH2:25][N:24]([C:27]3[N:32]=[CH:31][C:30]([CH2:33][CH3:34])=[CH:29][N:28]=3)[CH2:23][CH2:22]2)[CH2:9][O:10][Si](C(C)(C)C)(C)C)=[CH:4][CH:3]=1.CCCC[N+](CCCC)(CCCC)CCCC.[F-]. Product: [Br:1][C:2]1[CH:36]=[CH:35][C:5]([CH2:6][O:7][C@H:8]([C@@H:18]2[CH2:20][C@@H:19]2[CH:21]2[CH2:22][CH2:23][N:24]([C:27]3[N:28]=[CH:29][C:30]([CH2:33][CH3:34])=[CH:31][N:32]=3)[CH2:25][CH2:26]2)[CH2:9][OH:10])=[CH:4][CH:3]=1. The catalyst class is: 1. (3) Reactant: [F:1][C:2]1[CH:3]=[CH:4][C:5]([CH:8]([OH:15])C2C=CC=CC=2)=[N:6][CH:7]=1.[H-].[Na+].Cl[C:19]1[CH:24]=[CH:23][N+:22]([O-:25])=[CH:21][CH:20]=1. Product: [F:1][C:2]1[CH:3]=[CH:4][C:5]([CH2:8][O:15][C:19]2[CH:24]=[CH:23][N+:22]([O-:25])=[CH:21][CH:20]=2)=[N:6][CH:7]=1. The catalyst class is: 85. (4) Reactant: [CH3:1][N:2]1[CH2:6][CH:5]=[N:4][C:3]1=[C:7]1[N:11]=[CH:10][CH:9]=[N:8]1.[H-].[Na+].Br[CH:15]([CH2:28][CH2:29][CH2:30]C)[CH2:16][N:17]1[C:21](=[O:22])[C:20]2=[CH:23][CH:24]=[CH:25][CH:26]=[C:19]2[C:18]1=[O:27].[I-].[Na+].[CH3:34]N(C=O)C. Product: [CH3:1][N:2]1[CH:6]=[CH:5][N:4]([CH2:34][CH:16]([N:17]2[C:18](=[O:27])[C:19]3=[CH:26][CH:25]=[CH:24][CH:23]=[C:20]3[C:21]2=[O:22])[CH2:15][CH2:28][CH2:29][CH3:30])[C:3]1=[C:7]1[N:8]=[CH:9][CH:10]=[N:11]1. The catalyst class is: 6. (5) Reactant: C[O:2][C:3]1[CH:8]=[CH:7][C:6]([N:9]2[C@@H:13]([C:14]3[CH:19]=[CH:18][C:17]([C@:20]4([C:36](=[O:38])[NH2:37])[CH2:24][CH2:23][CH2:22][N:21]4[C:25](=[O:35])[C@@H:26]([NH:30][C:31](=[O:34])[O:32][CH3:33])[CH:27]([CH3:29])[CH3:28])=[CH:16][CH:15]=3)[CH2:12][CH2:11][C@@H:10]2[C:39]2[CH:44]=[CH:43][C:42]([C@:45]3([C:61](=[O:63])[NH2:62])[CH2:49][CH2:48][CH2:47][N:46]3[C:50](=[O:60])[C@@H:51]([NH:55][C:56](=[O:59])[O:57][CH3:58])[CH:52]([CH3:54])[CH3:53])=[CH:41][CH:40]=2)=[CH:5][CH:4]=1. Product: [OH:2][C:3]1[CH:4]=[CH:5][C:6]([N:9]2[C@@H:13]([C:14]3[CH:15]=[CH:16][C:17]([C@:20]4([C:36](=[O:38])[NH2:37])[CH2:24][CH2:23][CH2:22][N:21]4[C:25](=[O:35])[C@@H:26]([NH:30][C:31](=[O:34])[O:32][CH3:33])[CH:27]([CH3:29])[CH3:28])=[CH:18][CH:19]=3)[CH2:12][CH2:11][C@@H:10]2[C:39]2[CH:40]=[CH:41][C:42]([C@:45]3([C:61](=[O:63])[NH2:62])[CH2:49][CH2:48][CH2:47][N:46]3[C:50](=[O:60])[C@@H:51]([NH:55][C:56](=[O:59])[O:57][CH3:58])[CH:52]([CH3:54])[CH3:53])=[CH:43][CH:44]=2)=[CH:7][CH:8]=1. The catalyst class is: 2.